From a dataset of Forward reaction prediction with 1.9M reactions from USPTO patents (1976-2016). Predict the product of the given reaction. (1) Given the reactants [C:1]([CH2:3][P:4]([C:9]1[CH:14]=[CH:13][C:12]([F:15])=[CH:11][CH:10]=1)(=[O:8])[O:5][CH2:6][CH3:7])#[N:2].C(=O)([O-])[O-].[K+].[K+].Br[CH2:23][CH2:24]Br, predict the reaction product. The product is: [CH2:6]([O:5][P:4]([C:3]1([C:1]#[N:2])[CH2:24][CH2:23]1)([C:9]1[CH:10]=[CH:11][C:12]([F:15])=[CH:13][CH:14]=1)=[O:8])[CH3:7]. (2) Given the reactants [CH2:1]([O:8][C:9](=[O:35])[NH:10][C@H:11]([C:24]([C:26]1[S:27][C:28]2[CH:34]=[CH:33][CH:32]=[CH:31][C:29]=2[N:30]=1)=[O:25])[CH2:12][CH2:13][CH2:14][CH2:15][NH:16]C(OC(C)(C)C)=O)[C:2]1[CH:7]=[CH:6][CH:5]=[CH:4][CH:3]=1.[ClH:36].CC(=O)OCC, predict the reaction product. The product is: [ClH:36].[CH2:1]([O:8][C:9](=[O:35])[NH:10][C@H:11]([C:24]([C:26]1[S:27][C:28]2[CH:34]=[CH:33][CH:32]=[CH:31][C:29]=2[N:30]=1)=[O:25])[CH2:12][CH2:13][CH2:14][CH2:15][NH2:16])[C:2]1[CH:7]=[CH:6][CH:5]=[CH:4][CH:3]=1.